Dataset: NCI-60 drug combinations with 297,098 pairs across 59 cell lines. Task: Regression. Given two drug SMILES strings and cell line genomic features, predict the synergy score measuring deviation from expected non-interaction effect. Drug 1: COC1=CC(=CC(=C1O)OC)C2C3C(COC3=O)C(C4=CC5=C(C=C24)OCO5)OC6C(C(C7C(O6)COC(O7)C8=CC=CS8)O)O. Drug 2: CC(C)CN1C=NC2=C1C3=CC=CC=C3N=C2N. Cell line: SNB-19. Synergy scores: CSS=49.5, Synergy_ZIP=-0.771, Synergy_Bliss=-2.47, Synergy_Loewe=-19.8, Synergy_HSA=-4.05.